This data is from Blood-brain barrier permeability classification from the B3DB database. The task is: Regression/Classification. Given a drug SMILES string, predict its absorption, distribution, metabolism, or excretion properties. Task type varies by dataset: regression for continuous measurements (e.g., permeability, clearance, half-life) or binary classification for categorical outcomes (e.g., BBB penetration, CYP inhibition). Dataset: b3db_classification. (1) The compound is CC1C2C(=O)c3ccc(O)cc3C1(C)CCN2CC1CC1. The result is 1 (penetrates BBB). (2) The molecule is Oc1cccc(-c2ccc3cc(O)ccc3c2Oc2ccc(OCCN3CCCCC3)cc2)c1. The result is 1 (penetrates BBB). (3) The drug is O=C1CC2(CCCC2)CC(=O)N1CCCCN1CCN(c2nsc3ccccc23)CC1. The result is 1 (penetrates BBB). (4) The drug is CC12CCC(CC1=O)C2(C)C. The result is 1 (penetrates BBB). (5) The drug is COc1cc2c(cc1OC)C1CC(=O)C(CC(C)C)CN1CC2. The result is 1 (penetrates BBB). (6) The compound is CN1CCC2=C(CC1)c1cc(C#N)ccc1Sc1ccccc12. The result is 1 (penetrates BBB). (7) The molecule is CN1C(=O)C2N=CN=C2N(C)C1=O. The result is 1 (penetrates BBB).